Predict the reaction yield, written as a fraction of the theoretical maximum amount of product (1.0 means a 100% yield; for example, 0.34 means a 34% yield). From a dataset of Reaction yield outcomes from USPTO patents with 853,638 reactions. (1) The reactants are Cl[C:2]1[C:9]([N+:10]([O-:12])=[O:11])=[CH:8][CH:7]=[C:6]([Cl:13])[C:3]=1[C:4]#[N:5].[CH3:14][NH2:15].O.CCCCCC. The catalyst is CCOC(C)=O. The product is [Cl:13][C:6]1[C:3]([C:4]#[N:5])=[C:2]([NH:15][CH3:14])[C:9]([N+:10]([O-:12])=[O:11])=[CH:8][CH:7]=1. The yield is 0.830. (2) The reactants are [O-]S([O-])(=O)=O.[Mg+2].Cl[C:8]1[CH:13]=[CH:12][N:11]=[C:10]2[CH:14]=[C:15]([C:17]([N:19]3[CH2:24][CH2:23][N:22]([CH3:25])[CH2:21][CH2:20]3)=[O:18])[S:16][C:9]=12.[F:26][C:27]1[CH:32]=[C:31]([N+:33]([O-:35])=[O:34])[CH:30]=[CH:29][C:28]=1[OH:36].C([O-])([O-])=O.[Na+].[Na+]. The catalyst is O(C1C=CC=CC=1)C1C=CC=CC=1.CO.C(Cl)Cl.CCOC(C)=O.CCCCCC.C(Cl)Cl. The product is [F:26][C:27]1[CH:32]=[C:31]([N+:33]([O-:35])=[O:34])[CH:30]=[CH:29][C:28]=1[O:36][C:8]1[CH:13]=[CH:12][N:11]=[C:10]2[CH:14]=[C:15]([C:17]([N:19]3[CH2:24][CH2:23][N:22]([CH3:25])[CH2:21][CH2:20]3)=[O:18])[S:16][C:9]=12. The yield is 0.730. (3) The reactants are [CH3:1][O:2][C:3]1[CH:4]=[C:5]([NH:9][C:10]2[CH:15]=[C:14]([N:16]([CH3:18])[CH3:17])[N:13]=[C:12]([N:19]3[CH2:24][CH2:23][NH:22][CH2:21][CH2:20]3)[N:11]=2)[CH:6]=[CH:7][CH:8]=1.[Br:25][C:26]1[CH:31]=[CH:30][C:29](F)=[CH:28][CH:27]=1. The catalyst is C(Cl)Cl. The product is [Br:25][C:26]1[CH:31]=[CH:30][C:29]([N:22]2[CH2:23][CH2:24][N:19]([C:12]3[N:11]=[C:10]([NH:9][C:5]4[CH:6]=[CH:7][CH:8]=[C:3]([O:2][CH3:1])[CH:4]=4)[CH:15]=[C:14]([N:16]([CH3:18])[CH3:17])[N:13]=3)[CH2:20][CH2:21]2)=[CH:28][CH:27]=1. The yield is 0.400.